Dataset: Forward reaction prediction with 1.9M reactions from USPTO patents (1976-2016). Task: Predict the product of the given reaction. (1) Given the reactants [CH3:1][O:2][C:3]1[CH:10]=[CH:9][C:6]([CH:7]=O)=[CH:5][CH:4]=1.[CH:11]1([NH2:15])[CH2:14][CH2:13][CH2:12]1.[O-]S([O-])(=O)=O.[Na+].[Na+].[BH4-].[Na+], predict the reaction product. The product is: [CH3:1][O:2][C:3]1[CH:10]=[CH:9][C:6]([CH2:7][NH:15][CH:11]2[CH2:14][CH2:13][CH2:12]2)=[CH:5][CH:4]=1. (2) Given the reactants C([O:8][CH2:9][N:10]1[C:18]2[C:17]([NH2:19])=[N:16][C:15]([CH2:20][CH2:21][CH2:22][CH3:23])=[N:14][C:13]=2[C:12]([C:24]#[C:25][CH2:26][CH2:27][CH2:28][N:29]2[CH2:33][CH2:32][CH2:31][CH2:30]2)=[CH:11]1)C1C=CC=CC=1.C([OH:36])C, predict the reaction product. The product is: [CH:9]([OH:8])=[O:36].[CH2:20]([C:15]1[N:16]=[C:17]([NH2:19])[C:18]2[NH:10][CH:11]=[C:12]([CH2:24][CH2:25][CH2:26][CH2:27][CH2:28][N:29]3[CH2:30][CH2:31][CH2:32][CH2:33]3)[C:13]=2[N:14]=1)[CH2:21][CH2:22][CH3:23]. (3) Given the reactants [CH2:1]=O.[C:3]([BH3-])#[N:4].[Na+].N[C:8]1[CH:12]=[C:11]([C:13]2[CH:25]=[CH:24][C:16]([O:17][CH2:18][CH2:19][NH:20][C:21]([NH2:23])=[O:22])=[CH:15][CH:14]=2)[N:10]([C:26]2[CH:31]=[CH:30][C:29]([O:32][CH3:33])=[CH:28][CH:27]=2)[N:9]=1, predict the reaction product. The product is: [CH3:1][N:4]([CH3:3])[C:8]1[CH:12]=[C:11]([C:13]2[CH:25]=[CH:24][C:16]([O:17][CH2:18][CH2:19][NH:20][C:21]([NH2:23])=[O:22])=[CH:15][CH:14]=2)[N:10]([C:26]2[CH:31]=[CH:30][C:29]([O:32][CH3:33])=[CH:28][CH:27]=2)[N:9]=1.